This data is from Forward reaction prediction with 1.9M reactions from USPTO patents (1976-2016). The task is: Predict the product of the given reaction. Given the reactants [F:1][C:2]1[CH:23]=[CH:22][CH:21]=[C:20]([F:24])[C:3]=1[CH2:4][O:5][C:6]1[C:7]2[N:8]([C:13]([C:17]([OH:19])=O)=[C:14]([CH3:16])[N:15]=2)[CH:9]=[C:10]([CH3:12])[CH:11]=1.CN(C(ON1N=NC2C=CC=CC1=2)=[N+](C)C)C.[B-](F)(F)(F)F.CN1CCOCC1.Cl.Cl.[CH:56]1([C:59]([NH2:63])([CH3:62])[CH2:60][NH2:61])[CH2:58][CH2:57]1, predict the reaction product. The product is: [NH2:63][C:59]([CH:56]1[CH2:58][CH2:57]1)([CH3:62])[CH2:60][NH:61][C:17]([C:13]1[N:8]2[CH:9]=[C:10]([CH3:12])[CH:11]=[C:6]([O:5][CH2:4][C:3]3[C:2]([F:1])=[CH:23][CH:22]=[CH:21][C:20]=3[F:24])[C:7]2=[N:15][C:14]=1[CH3:16])=[O:19].